This data is from Forward reaction prediction with 1.9M reactions from USPTO patents (1976-2016). The task is: Predict the product of the given reaction. Given the reactants [NH:1]1[C:9]2[C:4](=[CH:5][CH:6]=[CH:7][CH:8]=2)[C:3]2([CH2:12][CH2:11][CH2:10]2)[C:2]1=[O:13].Cl.Cl[CH2:16][C:17]1[N:21]([CH2:22][CH2:23][CH:24]([CH3:26])[CH3:25])[C:20]2[CH:27]=[CH:28][CH:29]=[CH:30][C:19]=2[N:18]=1, predict the reaction product. The product is: [CH2:22]([N:21]1[C:20]2[CH:27]=[CH:28][CH:29]=[CH:30][C:19]=2[N:18]=[C:17]1[CH2:16][N:1]1[C:9]2[C:4](=[CH:5][CH:6]=[CH:7][CH:8]=2)[C:3]2([CH2:12][CH2:11][CH2:10]2)[C:2]1=[O:13])[CH2:23][CH:24]([CH3:26])[CH3:25].